From a dataset of Reaction yield outcomes from USPTO patents with 853,638 reactions. Predict the reaction yield, written as a fraction of the theoretical maximum amount of product (1.0 means a 100% yield; for example, 0.34 means a 34% yield). (1) The reactants are [CH3:1][C@H:2]1[CH2:4][C@H:3]1[C:5]1[CH:9]=[C:8]([NH2:10])[NH:7][N:6]=1.O.[N+:12]([CH:15]([CH:18]=O)[CH:16]=O)([O-:14])=[O:13].[Na].O. The catalyst is CC(O)=O. The product is [CH3:1][C@H:2]1[CH2:4][C@H:3]1[C:5]1[C:9]2[C:8](=[N:10][CH:16]=[C:15]([N+:12]([O-:14])=[O:13])[CH:18]=2)[NH:7][N:6]=1. The yield is 0.650. (2) The reactants are [CH3:1][CH:2]([OH:5])[CH:3]=[CH2:4].C([Li])CCC.[Br:11][C:12]1[CH:17]=[CH:16][C:15](F)=[C:14]([N+:19]([O-:21])=[O:20])[CH:13]=1.Cl. The catalyst is C1COCC1. The product is [Br:11][C:12]1[CH:17]=[CH:16][C:15]([O:5][CH:2]([CH:3]=[CH2:4])[CH3:1])=[C:14]([N+:19]([O-:21])=[O:20])[CH:13]=1. The yield is 0.683. (3) The reactants are [O:1]([C:8]1[CH:13]=[CH:12][C:11]([C:14]2[C:22]3[C:21]([NH2:23])=[N:20][CH:19]=[N:18][C:17]=3[N:16]([C@@H:24]3[CH2:29][CH2:28][CH2:27][NH:26][CH2:25]3)[CH:15]=2)=[CH:10][CH:9]=1)[C:2]1[CH:7]=[CH:6][CH:5]=[CH:4][CH:3]=1.[C:30]([C:32](=[CH:36][CH:37]1[CH2:39][CH2:38]1)[C:33](O)=[O:34])#[N:31].CCN(C(C)C)C(C)C.CN(C(ON1N=NC2C=CC=NC1=2)=[N+](C)C)C.F[P-](F)(F)(F)(F)F. The catalyst is C(Cl)Cl. The product is [NH2:23][C:21]1[C:22]2[C:14]([C:11]3[CH:10]=[CH:9][C:8]([O:1][C:2]4[CH:7]=[CH:6][CH:5]=[CH:4][CH:3]=4)=[CH:13][CH:12]=3)=[CH:15][N:16]([C@@H:24]3[CH2:29][CH2:28][CH2:27][N:26]([C:33]([C:32](=[CH:36][CH:37]4[CH2:39][CH2:38]4)[C:30]#[N:31])=[O:34])[CH2:25]3)[C:17]=2[N:18]=[CH:19][N:20]=1. The yield is 0.540.